The task is: Predict which catalyst facilitates the given reaction.. This data is from Catalyst prediction with 721,799 reactions and 888 catalyst types from USPTO. (1) Reactant: [O:1]=[C:2]1[CH2:6][CH2:5][C:4](=[O:7])[N:3]1[CH2:8][CH2:9][C@H:10](O)[C:11]([OH:13])=[O:12].O.[BrH:16].C(O)(=O)C. Product: [Br:16][C@H:10]([CH2:9][CH2:8][N:3]1[C:2](=[O:1])[CH2:6][CH2:5][C:4]1=[O:7])[C:11]([OH:13])=[O:12]. The catalyst class is: 194. (2) Reactant: [F:1][C:2]1[N:3]=[CH:4][C:5]2[C:10]([CH:11]=1)=[CH:9][C:8]([C:12]([O:14]C)=[O:13])=[CH:7][CH:6]=2.[Li+].[OH-].Cl. Product: [F:1][C:2]1[N:3]=[CH:4][C:5]2[C:10]([CH:11]=1)=[CH:9][C:8]([C:12]([OH:14])=[O:13])=[CH:7][CH:6]=2. The catalyst class is: 20.